This data is from Catalyst prediction with 721,799 reactions and 888 catalyst types from USPTO. The task is: Predict which catalyst facilitates the given reaction. (1) Reactant: Br[CH2:2][C:3]1[S:7][CH:6]=[N:5][C:4]=1[C:8]([O:10][CH3:11])=[O:9].[C:12]([N:19]1[CH2:22][CH:21]([NH2:23])[CH2:20]1)([O:14][C:15]([CH3:18])([CH3:17])[CH3:16])=[O:13].C([O-])([O-])=O.[K+].[K+]. Product: [C:15]([O:14][C:12]([N:19]1[CH2:22][CH:21]([NH:23][CH2:2][C:3]2[S:7][CH:6]=[N:5][C:4]=2[C:8]([O:10][CH3:11])=[O:9])[CH2:20]1)=[O:13])([CH3:18])([CH3:16])[CH3:17]. The catalyst class is: 76. (2) Reactant: [NH2:1][CH2:2][CH2:3][CH2:4][NH:5][CH2:6][C:7]1[CH:12]=[CH:11][CH:10]=[CH:9][CH:8]=1.[C:13]([O:17][C:18](ON=C(C1C=CC=CC=1)C#N)=[O:19])([CH3:16])([CH3:15])[CH3:14]. Product: [C:13]([O:17][C:18]([NH:1][CH2:2][CH2:3][CH2:4][NH:5][CH2:6][C:7]1[CH:12]=[CH:11][CH:10]=[CH:9][CH:8]=1)=[O:19])([CH3:16])([CH3:15])[CH3:14]. The catalyst class is: 7. (3) Reactant: C1COCC1.[H-].[Na+].[CH:8]1[C:20]2[NH:19][C:18]3[C:13](=[CH:14][CH:15]=[CH:16][CH:17]=3)[C:12]=2[CH:11]=[CH:10][CH:9]=1.[Cl:21][C:22]1[N:27]=[C:26](Cl)[N:25]=[C:24]([C:29]2[CH:34]=[CH:33][CH:32]=[CH:31][CH:30]=2)[N:23]=1. Product: [Cl:21][C:22]1[N:23]=[C:24]([C:29]2[CH:34]=[CH:33][CH:32]=[CH:31][CH:30]=2)[N:25]=[C:26]([N:19]2[C:18]3[CH:17]=[CH:16][CH:15]=[CH:14][C:13]=3[C:12]3[C:20]2=[CH:8][CH:9]=[CH:10][CH:11]=3)[N:27]=1. The catalyst class is: 18. (4) Reactant: [C:1]([O:5][C:6]([N:8]1[CH2:13][CH2:12][CH2:11][C@H:10]([NH:14][C:15]2[C:20]3[CH:21]=[C:22]([C:24]4[CH:29]=[CH:28][CH:27]=[CH:26][CH:25]=4)[S:23][C:19]=3[C:18]([C:30](O)=[O:31])=[CH:17][N:16]=2)[CH2:9]1)=[O:7])([CH3:4])([CH3:3])[CH3:2].[CH3:33][N:34](C(ON1N=NC2C=CC=NC1=2)=[N+](C)C)C.F[P-](F)(F)(F)(F)F.CN.CCN(C(C)C)C(C)C. Product: [CH3:33][NH:34][C:30]([C:18]1[C:19]2[S:23][C:22]([C:24]3[CH:25]=[CH:26][CH:27]=[CH:28][CH:29]=3)=[CH:21][C:20]=2[C:15]([NH:14][C@H:10]2[CH2:11][CH2:12][CH2:13][N:8]([C:6]([O:5][C:1]([CH3:4])([CH3:3])[CH3:2])=[O:7])[CH2:9]2)=[N:16][CH:17]=1)=[O:31]. The catalyst class is: 3. (5) Reactant: [Cl:1][C:2]1[CH:3]=[C:4]([C@@H:12]([CH2:22][CH:23]2[CH2:27][CH2:26][CH2:25][CH2:24]2)[C:13]([NH:15][C:16]2[CH:20]=[CH:19][N:18]([CH3:21])[N:17]=2)=[O:14])[CH:5]=[CH:6][C:7]=1[S:8]([CH3:11])(=[O:10])=[O:9].[C:28](Cl)(=O)C(Cl)=O.N1C(C)=CC=CC=1C.C(N1C=CC(N)=N1)C. Product: [Cl:1][C:2]1[CH:3]=[C:4]([C@@H:12]([CH2:22][CH:23]2[CH2:24][CH2:25][CH2:26][CH2:27]2)[C:13]([NH:15][C:16]2[CH:20]=[CH:19][N:18]([CH2:21][CH3:28])[N:17]=2)=[O:14])[CH:5]=[CH:6][C:7]=1[S:8]([CH3:11])(=[O:10])=[O:9]. The catalyst class is: 2. (6) Reactant: F[B-](F)(F)F.[O:6]=[N+:7]=[O:8].C(Cl)Cl.[Br:12][C:13]1[CH:18]=[CH:17][C:16]([F:19])=[CH:15][C:14]=1[CH3:20]. Product: [Br:12][C:13]1[CH:18]=[C:17]([N+:7]([O-:8])=[O:6])[C:16]([F:19])=[CH:15][C:14]=1[CH3:20]. The catalyst class is: 81. (7) Reactant: Br[C:2]1[CH:3]=[C:4]([C:8]2[CH:17]=[CH:16][C:15]3[C:10](=[CH:11][CH:12]=[CH:13][CH:14]=3)[CH:9]=2)[CH:5]=[CH:6][CH:7]=1.CCCCCC.C([Li])CCC.[B:29](OC(C)C)([O:34]C(C)C)[O:30]C(C)C.Cl. Product: [CH:9]1[C:10]2[C:15](=[CH:14][CH:13]=[CH:12][CH:11]=2)[CH:16]=[CH:17][C:8]=1[C:4]1[CH:3]=[C:2]([B:29]([OH:34])[OH:30])[CH:7]=[CH:6][CH:5]=1. The catalyst class is: 247. (8) Reactant: [N:1]12[CH2:8][CH2:7][CH:4]([CH2:5][CH2:6]1)[CH:3]([O:9][C:10]1[CH:15]=[CH:14][C:13]([N:16]([C:26]3[C:30]4[CH:31]=[CH:32][CH:33]=[CH:34][C:29]=4[S:28][CH:27]=3)[C:17]3[C:21]4[CH:22]=[CH:23][CH:24]=[CH:25][C:20]=4[S:19][CH:18]=3)=[CH:12][CH:11]=1)[CH2:2]2.[ClH:35].O1CCOCC1. Product: [ClH:35].[N:1]12[CH2:8][CH2:7][CH:4]([CH2:5][CH2:6]1)[CH:3]([O:9][C:10]1[CH:11]=[CH:12][C:13]([N:16]([C:26]3[C:30]4[CH:31]=[CH:32][CH:33]=[CH:34][C:29]=4[S:28][CH:27]=3)[C:17]3[C:21]4[CH:22]=[CH:23][CH:24]=[CH:25][C:20]=4[S:19][CH:18]=3)=[CH:14][CH:15]=1)[CH2:2]2. The catalyst class is: 13.